This data is from Forward reaction prediction with 1.9M reactions from USPTO patents (1976-2016). The task is: Predict the product of the given reaction. (1) Given the reactants CO[C:3]([C:5]1[C:6]([OH:34])=[C:7]2[C:12](=[C:13]([C:15]3[CH:20]=[CH:19][N:18]=[CH:17][CH:16]=3)[N:14]=1)[N:11]([C:21]1[CH:26]=[CH:25][CH:24]=[CH:23][CH:22]=1)[C:10](=[O:27])[C:9]([C:28]1[CH:33]=[CH:32][CH:31]=[CH:30][CH:29]=1)=[CH:8]2)=[O:4].[NH2:35][CH2:36][CH2:37][C:38]([OH:40])=[O:39].C[O-].[Na+], predict the reaction product. The product is: [OH:34][C:6]1[C:5]([C:3]([NH:35][CH2:36][CH2:37][C:38]([OH:40])=[O:39])=[O:4])=[N:14][C:13]([C:15]2[CH:20]=[CH:19][N:18]=[CH:17][CH:16]=2)=[C:12]2[C:7]=1[CH:8]=[C:9]([C:28]1[CH:33]=[CH:32][CH:31]=[CH:30][CH:29]=1)[C:10](=[O:27])[N:11]2[C:21]1[CH:22]=[CH:23][CH:24]=[CH:25][CH:26]=1. (2) Given the reactants [C:1]([C:3]1[C@@H:8]([C:9]2[CH:14]=[CH:13][C:12]([C:15]#[N:16])=[CH:11][C:10]=2[S:17]([CH3:20])(=[O:19])=[O:18])[N:7]([CH2:21][C:22]([OH:24])=O)[C:6](=[O:25])[N:5]([C:26]2[CH:31]=[CH:30][CH:29]=[C:28]([C:32]([F:35])([F:34])[F:33])[CH:27]=2)[C:4]=1[CH3:36])#[N:2].CN(C(ON1N=NC2C=CC=NC1=2)=[N+](C)C)C.F[P-](F)(F)(F)(F)F.[OH:61][CH:62]1[CH2:67][CH2:66][NH:65][CH2:64][CH2:63]1.C(N(CC)C(C)C)(C)C, predict the reaction product. The product is: [C:15]([C:12]1[CH:13]=[CH:14][C:9]([C@@H:8]2[C:3]([C:1]#[N:2])=[C:4]([CH3:36])[N:5]([C:26]3[CH:31]=[CH:30][CH:29]=[C:28]([C:32]([F:34])([F:35])[F:33])[CH:27]=3)[C:6](=[O:25])[N:7]2[CH2:21][C:22]([N:65]2[CH2:66][CH2:67][CH:62]([OH:61])[CH2:63][CH2:64]2)=[O:24])=[C:10]([S:17]([CH3:20])(=[O:18])=[O:19])[CH:11]=1)#[N:16]. (3) Given the reactants [CH:1]([SH:4])([CH3:3])[CH3:2].[CH3:5][C@H:6]1[CH2:11][O:10][CH2:9][CH2:8][N:7]1[C:12]1[CH:17]=[C:16]([CH2:18]OS(C)(=O)=O)[N:15]=[C:14]([C:24]2[CH:29]=[CH:28][C:27]([NH:30][C:31]([NH:33][C:34]3[CH:39]=[CH:38][CH:37]=[CH:36][CH:35]=3)=[O:32])=[CH:26][CH:25]=2)[N:13]=1, predict the reaction product. The product is: [CH3:5][C@H:6]1[CH2:11][O:10][CH2:9][CH2:8][N:7]1[C:12]1[CH:17]=[C:16]([CH2:18][S:4][CH:1]([CH3:3])[CH3:2])[N:15]=[C:14]([C:24]2[CH:25]=[CH:26][C:27]([NH:30][C:31]([NH:33][C:34]3[CH:39]=[CH:38][CH:37]=[CH:36][CH:35]=3)=[O:32])=[CH:28][CH:29]=2)[N:13]=1. (4) Given the reactants [F:1][C:2]1[CH:7]=[CH:6][CH:5]=[CH:4][C:3]=1[C:8]1[N:16]2[C:11]([CH:12]=[CH:13][CH:14]=[CH:15]2)=[CH:10][C:9]=1[CH2:17][OH:18], predict the reaction product. The product is: [F:1][C:2]1[CH:7]=[CH:6][CH:5]=[CH:4][C:3]=1[C:8]1[N:16]2[C:11]([CH:12]=[CH:13][CH:14]=[CH:15]2)=[CH:10][C:9]=1[CH:17]=[O:18]. (5) Given the reactants [C:1]1([NH:7][OH:8])[CH:6]=[CH:5][CH:4]=[CH:3][CH:2]=1.[CH2:9]([O:11][C:12]1[CH:17]=[CH:16][CH:15]=[CH:14][C:13]=1[N:18]1[C:22](=[O:23])[CH:21]=[CH:20][C:19]1=[O:24])[CH3:10], predict the reaction product. The product is: [CH2:9]([O:11][C:12]1[CH:17]=[CH:16][CH:15]=[CH:14][C:13]=1[N:18]1[C:19](=[O:24])[CH2:20][CH:21]([N:7]([OH:8])[C:1]2[CH:6]=[CH:5][CH:4]=[CH:3][CH:2]=2)[C:22]1=[O:23])[CH3:10].